Dataset: Full USPTO retrosynthesis dataset with 1.9M reactions from patents (1976-2016). Task: Predict the reactants needed to synthesize the given product. (1) Given the product [NH2:19][C:4]1[C:3]2[C:2]([C:20]#[N:21])=[CH:1][N:9]([C@H:10]3[C@H:11]([OH:18])[C@H:12]([OH:17])[C@@H:13]([CH2:15][O:16][Si:31]([C:28]([CH3:30])([CH3:29])[CH3:27])([CH3:33])[CH3:32])[O:14]3)[C:8]=2[N:7]=[CH:6][N:5]=1, predict the reactants needed to synthesize it. The reactants are: [CH:1]1[N:9]([C@@H:10]2[O:14][C@H:13]([CH2:15][OH:16])[C@@H:12]([OH:17])[C@H:11]2[OH:18])[C:8]2[C:3](=[C:4]([NH2:19])[N:5]=[CH:6][N:7]=2)[C:2]=1[C:20]#[N:21].N1C=CN=C1.[CH3:27][C:28]([Si:31](Cl)([CH3:33])[CH3:32])([CH3:30])[CH3:29]. (2) Given the product [ClH:9].[O:16]1[C:12]2[CH:11]=[CH:10][CH:29]=[CH:28][C:13]=2[C:14]([C:17]2[CH:22]=[CH:21][CH:20]=[CH:19][C:18]=2[C@@H:23]([CH2:25][CH:26]=[CH2:27])[NH2:24])=[N:15]1, predict the reactants needed to synthesize it. The reactants are: C(O)(=O)/C=C/C(O)=O.[Cl:9][C:10]1[CH:29]=[CH:28][C:13]2[C:14]([C:17]3[CH:22]=[CH:21][CH:20]=[CH:19][C:18]=3[CH:23]([CH2:25][C:26]#[CH:27])[NH2:24])=[N:15][O:16][C:12]=2[CH:11]=1. (3) Given the product [Cl:24][C:25]1[C:26]([CH2:35][O:36][C:37]2[CH:42]=[CH:41][C:40]([Cl:43])=[C:39]([Cl:44])[CH:38]=2)=[CH:27][C:28]([F:34])=[C:29]([CH:33]=1)[C:30]([NH:50][S:47](=[O:49])(=[O:48])[NH:46][CH3:45])=[O:31], predict the reactants needed to synthesize it. The reactants are: ClC1C(OC2C=CC(Cl)=C(C(F)(F)F)C=2)=CC(F)=C(C=1)C(O)=O.[Cl:24][C:25]1[C:26]([CH2:35][O:36][C:37]2[CH:42]=[CH:41][C:40]([Cl:43])=[C:39]([Cl:44])[CH:38]=2)=[CH:27][C:28]([F:34])=[C:29]([CH:33]=1)[C:30](O)=[O:31].[CH3:45][N:46](C)[S:47]([NH2:50])(=[O:49])=[O:48].CNS(N)(=O)=O. (4) Given the product [Cl:1][C:2]1[CH:13]=[CH:12][C:5]([C:6]([NH:8][CH:9]2[CH2:11][CH2:10]2)=[O:7])=[C:4]([C:16]#[N:17])[CH:3]=1, predict the reactants needed to synthesize it. The reactants are: [Cl:1][C:2]1[CH:13]=[CH:12][C:5]([C:6]([NH:8][CH:9]2[CH2:11][CH2:10]2)=[O:7])=[C:4](I)[CH:3]=1.[Cu][C:16]#[N:17].O1CCOCC1. (5) Given the product [CH:17]1([CH2:16][N:4]([CH2:3][CH:2]([F:12])[F:1])[C:5](=[O:11])[O:6][C:7]([CH3:8])([CH3:9])[CH3:10])[CH2:19][CH2:18]1, predict the reactants needed to synthesize it. The reactants are: [F:1][CH:2]([F:12])[CH2:3][NH:4][C:5](=[O:11])[O:6][C:7]([CH3:10])([CH3:9])[CH3:8].[H-].[Na+].Br[CH2:16][CH:17]1[CH2:19][CH2:18]1.